This data is from Reaction yield outcomes from USPTO patents with 853,638 reactions. The task is: Predict the reaction yield, written as a fraction of the theoretical maximum amount of product (1.0 means a 100% yield; for example, 0.34 means a 34% yield). (1) The reactants are [Cl-].O[NH3+:3].[C:4](=[O:7])([O-])[OH:5].[Na+].CS(C)=O.[CH2:13]([C:17]1[N:18]=[C:19]([CH3:50])[N:20]([CH2:39][C:40]([C:42]2[CH:47]=[CH:46][C:45]([O:48][CH3:49])=[CH:44][CH:43]=2)=[O:41])[C:21](=[O:38])[C:22]=1[CH2:23][C:24]1[CH:29]=[CH:28][C:27]([C:30]2[C:31]([C:36]#[N:37])=[CH:32][CH:33]=[CH:34][CH:35]=2)=[CH:26][CH:25]=1)[CH2:14][CH2:15][CH3:16]. The catalyst is C(OCC)(=O)C. The product is [CH2:13]([C:17]1[N:18]=[C:19]([CH3:50])[N:20]([CH2:39][C:40]([C:42]2[CH:47]=[CH:46][C:45]([O:48][CH3:49])=[CH:44][CH:43]=2)=[O:41])[C:21](=[O:38])[C:22]=1[CH2:23][C:24]1[CH:25]=[CH:26][C:27]([C:30]2[CH:35]=[CH:34][CH:33]=[CH:32][C:31]=2[C:36]2[NH:3][C:4](=[O:7])[O:5][N:37]=2)=[CH:28][CH:29]=1)[CH2:14][CH2:15][CH3:16]. The yield is 0.0700. (2) The reactants are C([N:8]1[CH2:12][CH2:11][C:10]2([C:16]3[CH:17]=[CH:18][CH:19]=[CH:20][C:15]=3[CH2:14][O:13]2)[CH2:9]1)C1C=CC=CC=1. The catalyst is CO.[Pd]. The product is [NH:8]1[CH2:12][CH2:11][C:10]2([C:16]3[CH:17]=[CH:18][CH:19]=[CH:20][C:15]=3[CH2:14][O:13]2)[CH2:9]1. The yield is 0.920. (3) The reactants are [Cl:1][C:2]1[C:3]([N+:9]([O-:11])=[O:10])=[C:4]([CH:6]=[CH:7][CH:8]=1)[NH2:5].O[CH2:13][CH:14]([CH2:16]O)O.[Na+].[N+](C1C=C(S([O-])(=O)=O)C=CC=1)([O-])=O.OS(O)(=O)=O.O. The yield is 0.400. The product is [Cl:1][C:2]1[C:3]([N+:9]([O-:11])=[O:10])=[C:4]2[C:6]([CH:13]=[CH:14][CH:16]=[N:5]2)=[CH:7][CH:8]=1. No catalyst specified. (4) The reactants are [O:1]1[CH:5]=[CH:4][CH:3]=[C:2]1[C:6]1[O:10][N:9]=[C:8]([C:11]([OH:13])=O)[CH:7]=1.[N:14]1([CH2:19][CH2:20][CH2:21][NH2:22])[CH:18]=[CH:17][N:16]=[CH:15]1.C1C=CC2N(O)N=NC=2C=1.C(Cl)CCl. The catalyst is CN(C=O)C. The product is [N:14]1([CH2:19][CH2:20][CH2:21][NH:22][C:11]([C:8]2[CH:7]=[C:6]([C:2]3[O:1][CH:5]=[CH:4][CH:3]=3)[O:10][N:9]=2)=[O:13])[CH:18]=[CH:17][N:16]=[CH:15]1. The yield is 0.350. (5) The reactants are [C:1]([C:3]1[CH:4]=[C:5]([NH:9][C:10]2[C:19]3[C:14](=[CH:15][C:16]([O:21][CH3:22])=[C:17]([OH:20])[CH:18]=3)[N:13]=[CH:12][N:11]=2)[CH:6]=[CH:7][CH:8]=1)#[CH:2].C([O-])([O-])=O.[K+].[K+].Br[CH2:30][CH2:31][CH2:32][Cl:33].O. The catalyst is CN(C=O)C. The product is [C:1]([C:3]1[CH:4]=[C:5]([NH:9][C:10]2[C:19]3[C:14](=[CH:15][C:16]([O:21][CH3:22])=[C:17]([O:20][CH2:30][CH2:31][CH2:32][Cl:33])[CH:18]=3)[N:13]=[CH:12][N:11]=2)[CH:6]=[CH:7][CH:8]=1)#[CH:2]. The yield is 0.770.